From a dataset of Forward reaction prediction with 1.9M reactions from USPTO patents (1976-2016). Predict the product of the given reaction. (1) The product is: [C:26]([O:25][C:24](=[O:30])[NH:23][CH2:22][CH2:21][O:20][CH2:19][CH2:18][N:6]1[C:7]2[C:16]3[CH:15]=[CH:14][CH:13]=[CH:12][C:11]=3[N+:10]([O-:36])=[CH:9][C:8]=2[N:17]=[C:5]1[CH2:4][CH2:3][O:2][CH3:1])([CH3:27])([CH3:29])[CH3:28]. Given the reactants [CH3:1][O:2][CH2:3][CH2:4][C:5]1[N:6]([CH2:18][CH2:19][O:20][CH2:21][CH2:22][NH:23][C:24](=[O:30])[O:25][C:26]([CH3:29])([CH3:28])[CH3:27])[C:7]2[C:16]3[CH:15]=[CH:14][CH:13]=[CH:12][C:11]=3[N:10]=[CH:9][C:8]=2[N:17]=1.ClC1C=C(C=CC=1)C(OO)=[O:36], predict the reaction product. (2) Given the reactants C[O:2][C:3]1[C:8]2[O:9][C:10]([C:12]3[N:16]=[C:15]([CH3:17])[O:14][N:13]=3)=[CH:11][C:7]=2[CH:6]=[CH:5][CH:4]=1.B(Br)(Br)Br, predict the reaction product. The product is: [OH:2][C:3]1[C:8]2[O:9][C:10]([C:12]3[N:16]=[C:15]([CH3:17])[O:14][N:13]=3)=[CH:11][C:7]=2[CH:6]=[CH:5][CH:4]=1. (3) Given the reactants [CH2:1]([O:3][C:4](=[O:21])[CH2:5][C:6]1[CH:11]=[CH:10][C:9]([NH:12][C:13]2[C:18](Cl)=[C:17]([NH2:20])[N:16]=[CH:15][N:14]=2)=[CH:8][CH:7]=1)[CH3:2].[O:22]([C:29]1[CH:34]=[CH:33][C:32](B(O)O)=[CH:31][CH:30]=1)[C:23]1[CH:28]=[CH:27][CH:26]=[CH:25][CH:24]=1.C1(P(C2CCCCC2)C2C=CC=CC=2C2C(OC)=CC=CC=2OC)CCCCC1.C(=O)([O-])[O-].[K+].[K+], predict the reaction product. The product is: [CH2:1]([O:3][C:4](=[O:21])[CH2:5][C:6]1[CH:11]=[CH:10][C:9]([NH:12][C:13]2[C:18]([C:32]3[CH:33]=[CH:34][C:29]([O:22][C:23]4[CH:28]=[CH:27][CH:26]=[CH:25][CH:24]=4)=[CH:30][CH:31]=3)=[C:17]([NH2:20])[N:16]=[CH:15][N:14]=2)=[CH:8][CH:7]=1)[CH3:2]. (4) Given the reactants [NH2:1][C:2]([C:4]1[CH:5]=[N:6][C:7]2[C:12]([C:13]=1[NH:14][C:15]1[CH:16]=[C:17]([CH:23]=[CH:24][CH:25]=1)[C:18]([O:20][CH2:21][CH3:22])=[O:19])=[CH:11][CH:10]=[C:9](Br)[CH:8]=2)=[O:3].[N:27]1[C:36]2[C:31](=[CH:32][CH:33]=[CH:34][CH:35]=2)[CH:30]=[C:29](B(O)O)[CH:28]=1.C(=O)(O)[O-].[Na+], predict the reaction product. The product is: [NH2:1][C:2]([C:4]1[CH:5]=[N:6][C:7]2[C:12]([C:13]=1[NH:14][C:15]1[CH:16]=[C:17]([CH:23]=[CH:24][CH:25]=1)[C:18]([O:20][CH2:21][CH3:22])=[O:19])=[CH:11][CH:10]=[C:9]([C:29]1[CH:28]=[N:27][C:36]3[C:31]([CH:30]=1)=[CH:32][CH:33]=[CH:34][CH:35]=3)[CH:8]=2)=[O:3]. (5) The product is: [O:17]1[C:16]2([CH2:21][CH2:22][CH:13]([CH2:12][CH2:10][OH:9])[CH2:14][CH2:15]2)[O:20][CH2:19][CH2:18]1. Given the reactants [H-].[Al+3].[Li+].[H-].[H-].[H-].C([O:9][C:10]([CH2:12][CH:13]1[CH2:22][CH2:21][C:16]2([O:20][CH2:19][CH2:18][O:17]2)[CH2:15][CH2:14]1)=O)C.O.S([O-])([O-])(=O)=O.[Na+].[Na+], predict the reaction product. (6) The product is: [CH3:1][S:2]([C:5]1[CH:6]=[CH:7][C:8]([O:14][CH:15]([CH3:20])[C:16]([F:19])([F:18])[F:17])=[C:9]([C:10]([N:39]2[CH2:38][CH2:37][N:36]([C:34]3[S:35][C:31]([S:28]([C:25]4[CH:26]=[CH:27][N:22]=[CH:23][CH:24]=4)(=[O:29])=[O:30])=[CH:32][N:33]=3)[CH2:41][CH2:40]2)=[O:12])[CH:13]=1)(=[O:3])=[O:4]. Given the reactants [CH3:1][S:2]([C:5]1[CH:6]=[CH:7][C:8]([O:14][CH:15]([CH3:20])[C:16]([F:19])([F:18])[F:17])=[C:9]([CH:13]=1)[C:10]([OH:12])=O)(=[O:4])=[O:3].Cl.[N:22]1[CH:27]=[CH:26][C:25]([S:28]([C:31]2[S:35][C:34]([N:36]3[CH2:41][CH2:40][NH:39][CH2:38][CH2:37]3)=[N:33][CH:32]=2)(=[O:30])=[O:29])=[CH:24][CH:23]=1, predict the reaction product. (7) Given the reactants [CH3:1][O:2][C:3]1[CH:4]=[C:5]([C:8]([OH:13])=[CH:9][C:10]=1[O:11][CH3:12])[CH:6]=[O:7].C(=O)([O-])[O-].[K+].[K+].[CH3:20][N:21]([CH3:26])[S:22](Cl)(=[O:24])=[O:23].O, predict the reaction product. The product is: [CH3:20][N:21]([CH3:26])[S:22](=[O:24])(=[O:23])[O:13][C:8]1[CH:9]=[C:10]([O:11][CH3:12])[C:3]([O:2][CH3:1])=[CH:4][C:5]=1[CH:6]=[O:7].